This data is from Reaction yield outcomes from USPTO patents with 853,638 reactions. The task is: Predict the reaction yield, written as a fraction of the theoretical maximum amount of product (1.0 means a 100% yield; for example, 0.34 means a 34% yield). (1) The reactants are [Cl:1][C:2]1[CH:3]=[C:4]2[C:8](=[CH:9][CH:10]=1)[NH:7][CH:6]=[CH:5]2.CN(C=O)C.[H-].[Na+].Br[CH2:19][CH2:20][CH2:21][CH2:22][CH2:23][O:24][C:25]1[C:26](=[O:40])[CH:27]=[C:28]([C:31]([CH3:39])([CH3:38])[O:32][SiH2:33][C:34]([CH3:37])([CH3:36])[CH3:35])[O:29][CH:30]=1. The catalyst is O. The product is [C:34]([SiH2:33][O:32][C:31]([CH3:38])([CH3:39])[C:28]1[O:29][CH:30]=[C:25]([O:24][CH2:23][CH2:22][CH2:21][CH2:20][CH2:19][N:7]2[C:8]3[C:4](=[CH:3][C:2]([Cl:1])=[CH:10][CH:9]=3)[CH:5]=[CH:6]2)[C:26](=[O:40])[CH:27]=1)([CH3:37])([CH3:36])[CH3:35]. The yield is 0.770. (2) The catalyst is C(O)C. The yield is 0.530. The product is [CH:6]12[CH2:18][CH:9]([CH2:8][CH2:7]1)[C:10]1[CH:11]=[C:12]3[N:4]([CH2:3][CH2:2][NH:1][C:13]3=[O:14])[C:5]2=1. The reactants are [NH2:1][CH2:2][CH2:3][N:4]1[C:12]([C:13](OCC)=[O:14])=[CH:11][C:10]2[CH:9]3[CH2:18][CH:6]([CH2:7][CH2:8]3)[C:5]1=2.C[O-].[Na+]. (3) The reactants are [CH2:1]([O:8][C:9]1[C:10]([NH2:15])=[N:11][CH:12]=[CH:13][CH:14]=1)[C:2]1[CH:7]=[CH:6][CH:5]=[CH:4][CH:3]=1.Br[CH2:17][C:18]([C:20]1[CH:25]=[CH:24][C:23]([F:26])=[CH:22][CH:21]=1)=O. The catalyst is C(O)C. The product is [CH2:1]([O:8][C:9]1[C:10]2[N:11]([CH:17]=[C:18]([C:20]3[CH:25]=[CH:24][C:23]([F:26])=[CH:22][CH:21]=3)[N:15]=2)[CH:12]=[CH:13][CH:14]=1)[C:2]1[CH:3]=[CH:4][CH:5]=[CH:6][CH:7]=1. The yield is 0.250. (4) The reactants are C1(P(C2C=CC=CC=2)C2C=CC=CC=2)C=CC=CC=1.N1C=CC=CC=1.[CH3:26][C:27]1([C:51]([NH2:53])=[O:52])[C:32]([CH3:34])([CH3:33])[S:31][CH2:30][CH2:29][N:28]1[S:35]([C:38]1[CH:43]=[CH:42][C:41]([O:44][CH2:45][C:46]#[C:47][CH2:48][CH2:49]O)=[CH:40][CH:39]=1)(=[O:37])=[O:36].C(Br)(Br)(Br)[Br:55]. The catalyst is C1COCC1. The product is [CH3:26][C:27]1([C:51]([NH2:53])=[O:52])[C:32]([CH3:34])([CH3:33])[S:31][CH2:30][CH2:29][N:28]1[S:35]([C:38]1[CH:43]=[CH:42][C:41]([O:44][CH2:45][C:46]#[C:47][CH2:48][CH2:49][Br:55])=[CH:40][CH:39]=1)(=[O:37])=[O:36]. The yield is 0.870. (5) The reactants are [OH:1][CH:2]1[C:6]2([CH2:10][CH2:9][CH2:8][CH2:7]2)[CH2:5][N:4]([C:11]([O:13][C:14]([CH3:17])([CH3:16])[CH3:15])=[O:12])[CH2:3]1.C1C=C[NH+]=CC=1.[O-][Cr](Cl)(=O)=O. The catalyst is C(Cl)Cl. The product is [O:1]=[C:2]1[C:6]2([CH2:10][CH2:9][CH2:8][CH2:7]2)[CH2:5][N:4]([C:11]([O:13][C:14]([CH3:17])([CH3:16])[CH3:15])=[O:12])[CH2:3]1. The yield is 0.794. (6) The reactants are [NH2:1][C:2]1[CH:7]=[CH:6][C:5]([C:8]2([C:11]([O:13][CH3:14])=[O:12])[CH2:10][CH2:9]2)=[CH:4][CH:3]=1.C1C(=O)N([Br:22])C(=O)C1.O. The catalyst is C(#N)C. The product is [NH2:1][C:2]1[CH:3]=[CH:4][C:5]([C:8]2([C:11]([O:13][CH3:14])=[O:12])[CH2:10][CH2:9]2)=[CH:6][C:7]=1[Br:22]. The yield is 0.780.